This data is from Catalyst prediction with 721,799 reactions and 888 catalyst types from USPTO. The task is: Predict which catalyst facilitates the given reaction. (1) Reactant: C[Si]([CH:5]=[N+:6]=[N-:7])(C)C.CN(C)C.[Br:12][C:13]1[CH:14]=[CH:15][CH:16]=[C:17]2[C:21]=1[N:20]([CH3:22])[C:19]([C:23](Cl)=[O:24])=[CH:18]2.[Cl-].[NH4+]. Product: [Br:12][C:13]1[CH:14]=[CH:15][CH:16]=[C:17]2[C:21]=1[N:20]([CH3:22])[C:19]([C:23](=[O:24])/[CH:5]=[N:6]/[NH2:7])=[CH:18]2. The catalyst class is: 841. (2) Reactant: [F:1][C:2]1[CH:18]=[C:17]([N+:19]([O-:21])=[O:20])[CH:16]=[CH:15][C:3]=1[O:4][C:5]1[CH:10]=[CH:9][N:8]=[C:7]2[CH:11]=[C:12](I)[S:13][C:6]=12.[C:22]([Si:24]([CH3:27])([CH3:26])[CH3:25])#[CH:23]. Product: [F:1][C:2]1[CH:18]=[C:17]([N+:19]([O-:21])=[O:20])[CH:16]=[CH:15][C:3]=1[O:4][C:5]1[CH:10]=[CH:9][N:8]=[C:7]2[CH:11]=[C:12]([C:23]#[C:22][Si:24]([CH3:27])([CH3:26])[CH3:25])[S:13][C:6]=12. The catalyst class is: 700.